Dataset: Peptide-MHC class II binding affinity with 134,281 pairs from IEDB. Task: Regression. Given a peptide amino acid sequence and an MHC pseudo amino acid sequence, predict their binding affinity value. This is MHC class II binding data. The peptide sequence is SPLLTEGFKLLSSLV. The MHC is DRB1_0401 with pseudo-sequence DRB1_0401. The binding affinity (normalized) is 0.857.